This data is from Peptide-MHC class II binding affinity with 134,281 pairs from IEDB. The task is: Regression. Given a peptide amino acid sequence and an MHC pseudo amino acid sequence, predict their binding affinity value. This is MHC class II binding data. (1) The peptide sequence is EKKYFAVTQFEPLAA. The MHC is HLA-DPA10201-DPB10501 with pseudo-sequence HLA-DPA10201-DPB10501. The binding affinity (normalized) is 0.912. (2) The peptide sequence is NIWADDLAASLSTLE. The MHC is DRB1_0405 with pseudo-sequence DRB1_0405. The binding affinity (normalized) is 0.581. (3) The binding affinity (normalized) is 0.710. The MHC is HLA-DQA10102-DQB10501 with pseudo-sequence HLA-DQA10102-DQB10501. The peptide sequence is AFSIRPGLLIGFGLR. (4) The peptide sequence is VPLEVKREACPGTSV. The MHC is HLA-DQA10303-DQB10402 with pseudo-sequence HLA-DQA10303-DQB10402. The binding affinity (normalized) is 0. (5) The peptide sequence is PAYIATQGPLSHT. The MHC is DRB1_0401 with pseudo-sequence DRB1_0401. The binding affinity (normalized) is 0.537. (6) The peptide sequence is NASHCNEMSWIQSIP. The MHC is HLA-DPA10103-DPB10401 with pseudo-sequence HLA-DPA10103-DPB10401. The binding affinity (normalized) is 0.479. (7) The peptide sequence is GELAIVDKIDAAFKI. The MHC is DRB3_0202 with pseudo-sequence DRB3_0202. The binding affinity (normalized) is 0.268. (8) The peptide sequence is AYESYKFIPALEAAVKQAYAATVAAA. The MHC is HLA-DPA10201-DPB10501 with pseudo-sequence HLA-DPA10201-DPB10501. The binding affinity (normalized) is 0.817. (9) The peptide sequence is VVVHITDDNEEPIAA. The MHC is HLA-DQA10101-DQB10501 with pseudo-sequence HLA-DQA10101-DQB10501. The binding affinity (normalized) is 0.156. (10) The peptide sequence is VGSLQYLALTALITPKK. The MHC is DRB1_0301 with pseudo-sequence DRB1_0301. The binding affinity (normalized) is 0.222.